From a dataset of Aqueous solubility values for 9,982 compounds from the AqSolDB database. Regression/Classification. Given a drug SMILES string, predict its absorption, distribution, metabolism, or excretion properties. Task type varies by dataset: regression for continuous measurements (e.g., permeability, clearance, half-life) or binary classification for categorical outcomes (e.g., BBB penetration, CYP inhibition). For this dataset (solubility_aqsoldb), we predict Y. (1) The molecule is CC(N)=O. The Y is 1.58 log mol/L. (2) The drug is COc1cc(OC)cc(OC)c1. The Y is -2.68 log mol/L. (3) The drug is CN(C)C(=O)Nc1ccc(Cl)c(Cl)c1. The Y is -3.74 log mol/L. (4) The compound is CC[C@H]1[C@@H]2C[C@H]3[C@@H]4N(C)c5ccccc5[C@]45C[C@@H](C2C5O)N3[C@@H]1O. The Y is -2.83 log mol/L. (5) The drug is CCCCCCC1CCCC1=O. The Y is -3.45 log mol/L. (6) The compound is CCOC(=O)CSc1nc(C(C)(C)C)nn1C(=O)N(C)C. The Y is -2.86 log mol/L. (7) The compound is O=C(NNC(=O)c1ccncc1)c1ccccc1. The Y is -2.54 log mol/L.